From a dataset of Catalyst prediction with 721,799 reactions and 888 catalyst types from USPTO. Predict which catalyst facilitates the given reaction. Reactant: C(Cl)Cl.[Br:4][C:5]1[C:6]([Cl:16])=[CH:7][C:8]([F:15])=[C:9]([S:11](Cl)(=[O:13])=[O:12])[CH:10]=1.[CH3:17][O:18][C:19]1[CH:24]=[CH:23][CH:22]=[CH:21][C:20]=1[NH:25][CH3:26].C(N(CC)CC)C. Product: [Br:4][C:5]1[C:6]([Cl:16])=[CH:7][C:8]([F:15])=[C:9]([S:11]([N:25]([C:20]2[CH:21]=[CH:22][CH:23]=[CH:24][C:19]=2[O:18][CH3:17])[CH3:26])(=[O:13])=[O:12])[CH:10]=1. The catalyst class is: 6.